From a dataset of Full USPTO retrosynthesis dataset with 1.9M reactions from patents (1976-2016). Predict the reactants needed to synthesize the given product. (1) Given the product [NH2:18][CH2:17][C:6]1[N:5]=[C:4]([O:3][CH2:1][CH3:2])[N:9]=[C:8]([NH:10][CH2:11][C:12]2[O:13][CH:14]=[CH:15][CH:16]=2)[N:7]=1, predict the reactants needed to synthesize it. The reactants are: [CH2:1]([O:3][C:4]1[N:9]=[C:8]([NH:10][CH2:11][C:12]2[O:13][CH:14]=[CH:15][CH:16]=2)[N:7]=[C:6]([C:17]#[N:18])[N:5]=1)[CH3:2].[H-].[H-].[H-].[H-].[Li+].[Al+3].C(O)C.[OH-].[K+]. (2) Given the product [CH2:1]([N:8]1[CH2:17][C:16]([CH3:19])([CH3:18])[C:15]2[N:14]=[C:13]([Cl:23])[CH:12]=[CH:11][C:10]=2[CH2:9]1)[C:2]1[CH:7]=[CH:6][CH:5]=[CH:4][CH:3]=1, predict the reactants needed to synthesize it. The reactants are: [CH2:1]([N:8]1[CH2:17][C:16]([CH3:19])([CH3:18])[C:15]2[NH:14][C:13](=O)[CH:12]=[CH:11][C:10]=2[CH2:9]1)[C:2]1[CH:7]=[CH:6][CH:5]=[CH:4][CH:3]=1.P(Cl)(Cl)([Cl:23])=O.CN(C=O)C. (3) Given the product [C:27]([C:31]1[CH:32]=[C:33]([C:2]2[N:6]([C:7]3[CH:12]=[CH:11][C:10]([S:13]([CH3:16])(=[O:14])=[O:15])=[CH:9][CH:8]=3)[N:5]=[C:4]([C:17]3[CH:26]=[CH:25][C:20]([C:21]([O:23][CH3:24])=[O:22])=[CH:19][CH:18]=3)[CH:3]=2)[CH:34]=[C:35]([C:37]([CH3:40])([CH3:39])[CH3:38])[CH:36]=1)([CH3:30])([CH3:29])[CH3:28], predict the reactants needed to synthesize it. The reactants are: Br[C:2]1[N:6]([C:7]2[CH:12]=[CH:11][C:10]([S:13]([CH3:16])(=[O:15])=[O:14])=[CH:9][CH:8]=2)[N:5]=[C:4]([C:17]2[CH:26]=[CH:25][C:20]([C:21]([O:23][CH3:24])=[O:22])=[CH:19][CH:18]=2)[CH:3]=1.[C:27]([C:31]1[CH:32]=[C:33](B2OC(C)(C)C(C)(C)O2)[CH:34]=[C:35]([C:37]([CH3:40])([CH3:39])[CH3:38])[CH:36]=1)([CH3:30])([CH3:29])[CH3:28].C1COCC1.C(=O)([O-])[O-].[Na+].[Na+]. (4) Given the product [F:20][C:13]1[C:12]([NH:21][C:22]2[CH:27]=[CH:26][C:25]([I:28])=[CH:24][C:23]=2[F:29])=[C:11]([NH:10][S:7]([C:4]2([CH2:1][CH:36]([OH:47])[CH2:35][OH:34])[CH2:5][CH2:6]2)(=[O:8])=[O:9])[C:42]([O:41][CH3:38])=[CH:43][C:14]=1[F:19], predict the reactants needed to synthesize it. The reactants are: [CH2:1]([C:4]1([S:7]([NH:10][C:11]2C(OC)=C[C:14]([F:19])=[C:13]([F:20])[C:12]=2[NH:21][C:22]2[CH:27]=[CH:26][C:25]([I:28])=[CH:24][C:23]=2[F:29])(=[O:9])=[O:8])[CH2:6][CH2:5]1)C=C.C[N+]1([O-])[CH2:36][CH2:35][O:34]CC1.[C:38]([O:41][CH2:42][CH3:43])(=O)C.C1C[O:47]CC1. (5) Given the product [F:38][C:39]([F:44])([CH3:43])[C:40]([NH:1][C@@H:2]([CH3:37])[C@@H:3]([C:27]1[CH:36]=[CH:35][C:30]2[O:31][CH2:32][CH2:33][O:34][C:29]=2[CH:28]=1)[O:4][C:5]1[CH:6]=[C:7]2[C:11](=[CH:12][CH:13]=1)[N:10]([C:14]1[CH:15]=[C:16]([CH:24]=[CH:25][CH:26]=1)[C:17]([O:19][CH2:20][CH:21]([CH3:22])[CH3:23])=[O:18])[N:9]=[CH:8]2)=[O:41], predict the reactants needed to synthesize it. The reactants are: [NH2:1][C@@H:2]([CH3:37])[C@@H:3]([C:27]1[CH:36]=[CH:35][C:30]2[O:31][CH2:32][CH2:33][O:34][C:29]=2[CH:28]=1)[O:4][C:5]1[CH:6]=[C:7]2[C:11](=[CH:12][CH:13]=1)[N:10]([C:14]1[CH:15]=[C:16]([CH:24]=[CH:25][CH:26]=1)[C:17]([O:19][CH2:20][CH:21]([CH3:23])[CH3:22])=[O:18])[N:9]=[CH:8]2.[F:38][C:39]([F:44])([CH3:43])[C:40](O)=[O:41].CN(C(ON1N=NC2C=CC=CC1=2)=[N+](C)C)C.F[P-](F)(F)(F)(F)F.CCN(C(C)C)C(C)C. (6) Given the product [F:31][C:32]([F:42])([F:41])[C:3]1[CH:30]=[CH:29][C:6]([CH2:7][NH:8][CH2:9][CH2:10][NH:11][C:12]([C:14]2[S:15][CH:16]=[CH:17][C:18]=2[NH:19][C:20]2[CH:25]=[CH:24][N:23]=[C:22]3[NH:26][CH:27]=[CH:28][C:21]=23)=[O:13])=[CH:5][CH:4]=1, predict the reactants needed to synthesize it. The reactants are: CO[C:3]1[CH:30]=[CH:29][C:6]([CH2:7][NH:8][CH2:9][CH2:10][NH:11][C:12]([C:14]2[S:15][CH:16]=[CH:17][C:18]=2[NH:19][C:20]2[CH:25]=[CH:24][N:23]=[C:22]3[NH:26][CH:27]=[CH:28][C:21]=23)=[O:13])=[CH:5][CH:4]=1.[F:31][C:32]([F:42])([F:41])C1C=CC(C=O)=CC=1.COC1C=CC(C=O)=CC=1. (7) Given the product [C:1]([C:3]1[CH:4]=[CH:5][C:6]([CH2:9][N:10]([C:11]2[CH:16]=[CH:15][C:14]([CH2:17][CH2:18][CH2:19][CH2:20][CH2:21][CH2:22][CH2:23][CH3:24])=[CH:13][CH:12]=2)[C:38]([NH:37][C:29]2[C:28]([CH:25]([CH3:26])[CH3:27])=[CH:33][CH:32]=[CH:31][C:30]=2[CH:34]([CH3:36])[CH3:35])=[O:39])=[CH:7][CH:8]=1)#[N:2], predict the reactants needed to synthesize it. The reactants are: [C:1]([C:3]1[CH:8]=[CH:7][C:6]([CH2:9][NH:10][C:11]2[CH:16]=[CH:15][C:14]([CH2:17][CH2:18][CH2:19][CH2:20][CH2:21][CH2:22][CH2:23][CH3:24])=[CH:13][CH:12]=2)=[CH:5][CH:4]=1)#[N:2].[CH:25]([C:28]1[CH:33]=[CH:32][CH:31]=[C:30]([CH:34]([CH3:36])[CH3:35])[C:29]=1[N:37]=[C:38]=[O:39])([CH3:27])[CH3:26]. (8) Given the product [Br:54][C:27]1[C:26](=[O:42])[N:25]([C:22]2[CH:23]=[CH:24][C:19]([CH:2]=[CH2:3])=[CH:20][C:21]=2[CH3:43])[C:30]([CH3:31])=[CH:29][C:28]=1[O:32][CH2:33][C:34]1[CH:39]=[CH:38][C:37]([F:40])=[CH:36][C:35]=1[F:41], predict the reactants needed to synthesize it. The reactants are: Br[C:2]1C=CC(N2C(C)=CC(O)=CC2=O)=C(C)[CH:3]=1.Br[C:19]1[CH:24]=[CH:23][C:22]([N:25]2[C:30]([CH3:31])=[CH:29][C:28]([O:32][CH2:33][C:34]3[CH:39]=[CH:38][C:37]([F:40])=[CH:36][C:35]=3[F:41])=[CH:27][C:26]2=[O:42])=[C:21]([CH3:43])[CH:20]=1.C(=O)([O-])[O-].[K+].[K+].FC1C=C(F)C=CC=1C[Br:54].